From a dataset of Catalyst prediction with 721,799 reactions and 888 catalyst types from USPTO. Predict which catalyst facilitates the given reaction. (1) Reactant: C(OC([N:8]1[CH2:13][CH2:12][CH2:11][C@@H:10]([C:14]([NH:16][NH:17][C:18]([C@H:20]2[CH2:26][CH2:25][C@@H:24]3[CH2:27][N:21]2[C:22](=[O:33])[N:23]3[O:28][S:29]([OH:32])(=[O:31])=[O:30])=[O:19])=[O:15])[CH2:9]1)=O)(C)(C)C.FC(F)(F)C(O)=O. Product: [NH:8]1[CH2:13][CH2:12][CH2:11][C@@H:10]([C:14]([NH:16][NH:17][C:18]([C@H:20]2[CH2:26][CH2:25][C@@H:24]3[CH2:27][N:21]2[C:22](=[O:33])[N:23]3[O:28][S:29](=[O:30])(=[O:31])[OH:32])=[O:19])=[O:15])[CH2:9]1. The catalyst class is: 4. (2) Reactant: [OH:1][B:2]1[C:6]2[CH:7]=[C:8]([C:11](=O)[CH3:12])[CH:9]=[CH:10][C:5]=2[C:4]([CH3:15])([CH3:14])[O:3]1.[NH2:16][OH:17].Cl.CC([O-])=O.[Na+].O. Product: [OH:1][B:2]1[C:6]2[CH:7]=[C:8](/[C:11](=[N:16]/[OH:17])/[CH3:12])[CH:9]=[CH:10][C:5]=2[C:4]([CH3:15])([CH3:14])[O:3]1. The catalyst class is: 5. (3) Reactant: [C:1]([O:5][C:6](=[O:40])[CH2:7][O:8][C:9]1[C:14]2[CH2:15][CH2:16][CH2:17][CH2:18][CH:19]([NH:20][S:21]([C:24]3[CH:29]=[CH:28][C:27]([C:30]4[CH:35]=[CH:34][CH:33]=[C:32]([C:36]([F:39])([F:38])[F:37])[CH:31]=4)=[CH:26][N:25]=3)(=[O:23])=[O:22])[C:13]=2[CH:12]=[CH:11][CH:10]=1)([CH3:4])([CH3:3])[CH3:2].CI.[C:43]([O-])([O-])=O.[K+].[K+]. Product: [C:1]([O:5][C:6](=[O:40])[CH2:7][O:8][C:9]1[C:14]2[CH2:15][CH2:16][CH2:17][CH2:18][CH:19]([N:20]([CH3:43])[S:21]([C:24]3[CH:29]=[CH:28][C:27]([C:30]4[CH:35]=[CH:34][CH:33]=[C:32]([C:36]([F:39])([F:37])[F:38])[CH:31]=4)=[CH:26][N:25]=3)(=[O:23])=[O:22])[C:13]=2[CH:12]=[CH:11][CH:10]=1)([CH3:4])([CH3:2])[CH3:3]. The catalyst class is: 3. (4) Reactant: [CH3:1][O:2][C:3]1[C:8]([O:9][CH3:10])=[CH:7][CH:6]=[CH:5][C:4]=1[CH2:11][C:12]([OH:14])=[O:13].C(#N)C.OOS([O-])=O.[K+].[Cl-:24].[K+]. Product: [Cl:24][C:5]1[C:4]([CH2:11][C:12]([OH:14])=[O:13])=[C:3]([O:2][CH3:1])[C:8]([O:9][CH3:10])=[CH:7][CH:6]=1. The catalyst class is: 161. (5) Reactant: O[C:2]1[CH:7]=[CH:6][CH:5]=[CH:4][C:3]=1[S:8][C:9]1[CH:17]=[CH:16][CH:15]=[CH:14][C:10]=1[C:11]([OH:13])=[O:12]. Product: [CH:14]1[C:10]2[C:11](=[O:13])[O:12][C:2]3[CH:7]=[CH:6][CH:5]=[CH:4][C:3]=3[S:8][C:9]=2[CH:17]=[CH:16][CH:15]=1. The catalyst class is: 152. (6) Reactant: Br[C:2]1[CH:3]=[C:4]([NH:10][C:11]2[CH:16]=[CH:15][C:14]([N:17]3[CH2:20][CH:19]([OH:21])[CH2:18]3)=[CH:13][N:12]=2)[C:5](=[O:9])[N:6]([CH3:8])[CH:7]=1.[C:22]([O:25][CH2:26][C:27]1[C:28]([N:42]2[N:51]=[CH:50][C:49]3[C:44](=[C:45]([F:56])[CH:46]=[C:47]([C:52]([CH3:55])([CH3:54])[CH3:53])[CH:48]=3)[C:43]2=[O:57])=[N:29][CH:30]=[CH:31][C:32]=1B1OC(C)(C)C(C)(C)O1)(=[O:24])[CH3:23].[O-]P([O-])([O-])=O.[K+].[K+].[K+].C([O-])(=O)C.[Na+]. Product: [C:22]([O:25][CH2:26][C:27]1[C:28]([N:42]2[N:51]=[CH:50][C:49]3[C:44](=[C:45]([F:56])[CH:46]=[C:47]([C:52]([CH3:54])([CH3:53])[CH3:55])[CH:48]=3)[C:43]2=[O:57])=[N:29][CH:30]=[CH:31][C:32]=1[C:2]1[CH:3]=[C:4]([NH:10][C:11]2[CH:16]=[CH:15][C:14]([N:17]3[CH2:20][CH:19]([OH:21])[CH2:18]3)=[CH:13][N:12]=2)[C:5](=[O:9])[N:6]([CH3:8])[CH:7]=1)(=[O:24])[CH3:23]. The catalyst class is: 543. (7) Reactant: [NH2:1][C:2]1[CH:3]=[C:4]([CH:21]=[CH:22][CH:23]=1)[O:5][C:6]1[CH:7]=[CH:8][C:9]2[N:10]([CH:12]=[C:13]([NH:15][C:16]([CH:18]3[CH2:20][CH2:19]3)=[O:17])[N:14]=2)[N:11]=1.Cl.[N:25]1[CH:30]=[CH:29][C:28]([C:31](Cl)=[O:32])=[CH:27][CH:26]=1. Product: [CH:18]1([C:16]([NH:15][C:13]2[N:14]=[C:9]3[CH:8]=[CH:7][C:6]([O:5][C:4]4[CH:3]=[C:2]([NH:1][C:31](=[O:32])[C:28]5[CH:29]=[CH:30][N:25]=[CH:26][CH:27]=5)[CH:23]=[CH:22][CH:21]=4)=[N:11][N:10]3[CH:12]=2)=[O:17])[CH2:20][CH2:19]1. The catalyst class is: 60. (8) Reactant: [NH2:1][C:2]1[C:11](Br)=[CH:10][CH:9]=[C:8]([NH2:13])[C:3]=1[C:4]([O:6][CH3:7])=[O:5].COC([C:18]1[O:19][CH:20]=[CH:21][C:22]=1B(O)O)=O.F[B-](F)(F)F.C([PH+]([C:40]([CH3:43])(C)C)C(C)(C)C)(C)(C)C.[C:44](=O)([O-:46])[O-:45].[Cs+].[Cs+]. Product: [NH2:1][C:2]1[C:3]([C:4]([O:6][CH3:7])=[O:5])=[C:8]([NH2:13])[CH:9]=[CH:10][C:11]=1[C:21]1[C:22]([C:44]([O:46][CH2:40][CH3:43])=[O:45])=[CH:18][O:19][CH:20]=1. The catalyst class is: 333. (9) Reactant: [H-].[Na+].[CH2:3]([N:10]1[CH2:14][CH2:13][CH2:12][C@H:11]1[CH2:15][OH:16])[C:4]1[CH:9]=[CH:8][CH:7]=[CH:6][CH:5]=1.CS(O[CH2:22][C:23]([F:26])([F:25])[F:24])(=O)=O. Product: [CH2:3]([N:10]1[CH2:14][CH2:13][CH2:12][C@H:11]1[CH2:15][O:16][CH2:22][C:23]([F:26])([F:25])[F:24])[C:4]1[CH:9]=[CH:8][CH:7]=[CH:6][CH:5]=1. The catalyst class is: 1. (10) Reactant: [Cl:1][C:2]1[C:13]([Cl:14])=[CH:12][CH:11]=[CH:10][C:3]=1[CH:4]=[C:5]([C:8]#[N:9])[C:6]#[N:7].O1CCCC1.[BH4-].[Na+].C(C(CC1C=CC(OC)=CC=1)(C#N)C#N)C=C. Product: [Cl:1][C:2]1[C:13]([Cl:14])=[CH:12][CH:11]=[CH:10][C:3]=1[CH2:4][CH:5]([C:6]#[N:7])[C:8]#[N:9]. The catalyst class is: 8.